Dataset: Forward reaction prediction with 1.9M reactions from USPTO patents (1976-2016). Task: Predict the product of the given reaction. (1) Given the reactants [OH:1][CH:2]([CH2:26][CH3:27])[C:3](=[N:19][NH:20][C:21](OCC)=[O:22])[N:4]1[CH2:9][CH2:8][C:7]2[N:10]=[C:11]([C:13]3[CH:18]=[CH:17][CH:16]=[CH:15][CH:14]=3)[O:12][C:6]=2[CH2:5]1.[Na].Cl, predict the reaction product. The product is: [CH2:26]([CH:2]1[O:1][C:21](=[O:22])[NH:20][N:19]=[C:3]1[N:4]1[CH2:9][CH2:8][C:7]2[N:10]=[C:11]([C:13]3[CH:14]=[CH:15][CH:16]=[CH:17][CH:18]=3)[O:12][C:6]=2[CH2:5]1)[CH3:27]. (2) Given the reactants [Cl:1][C:2]1[C:3]([NH2:9])=[N:4][CH:5]=[N:6][C:7]=1Cl.[CH2:10]([O:12][C:13](=[O:22])[CH2:14][C:15]1[CH:20]=[CH:19][C:18]([NH2:21])=[CH:17][CH:16]=1)[CH3:11].C(N(CC)C(C)C)(C)C, predict the reaction product. The product is: [CH2:10]([O:12][C:13](=[O:22])[CH2:14][C:15]1[CH:16]=[CH:17][C:18]([NH:21][C:7]2[C:2]([Cl:1])=[C:3]([NH2:9])[N:4]=[CH:5][N:6]=2)=[CH:19][CH:20]=1)[CH3:11]. (3) Given the reactants F[C:2]1[C:3]([C:22]2[S:26][C:25]([C:27]3([OH:31])[CH2:30][CH2:29][CH2:28]3)=[N:24][CH:23]=2)=[C:4]2[CH:10]=[C:9](I)[N:8](S(C3C=CC(C)=CC=3)(=O)=O)[C:5]2=[N:6][CH:7]=1.[CH3:32][S:33]([C:36]1[CH:37]=[C:38](B(O)O)[CH:39]=[CH:40][CH:41]=1)(=[O:35])=[O:34].C(=O)(O)[O-], predict the reaction product. The product is: [CH3:32][S:33]([C:36]1[CH:41]=[C:40]([C:9]2[NH:8][C:5]3=[N:6][CH:7]=[CH:2][C:3]([C:22]4[S:26][C:25]([C:27]5([OH:31])[CH2:30][CH2:29][CH2:28]5)=[N:24][CH:23]=4)=[C:4]3[CH:10]=2)[CH:39]=[CH:38][CH:37]=1)(=[O:35])=[O:34]. (4) Given the reactants [O:1]=[C:2]1[N:11]([C:12]2[O:16][C:15]([C:17]([O:19]C)=[O:18])=[CH:14][CH:13]=2)[C:10](=[O:21])[C:9]2[C:4](=[CH:5][CH:6]=[CH:7][CH:8]=2)[NH:3]1.O.[OH-].[Li+].C1COCC1, predict the reaction product. The product is: [O:1]=[C:2]1[N:11]([C:12]2[O:16][C:15]([C:17]([OH:19])=[O:18])=[CH:14][CH:13]=2)[C:10](=[O:21])[C:9]2[C:4](=[CH:5][CH:6]=[CH:7][CH:8]=2)[NH:3]1. (5) Given the reactants [Cl:1][C:2]1[CH:3]=[C:4]([C@@H:8]([OH:35])[CH2:9][NH:10][C@H:11]([CH3:34])[CH2:12][C:13]2[CH:18]=[CH:17][C:16]([S:19]([C:22]3[CH:32]=[CH:31][C:25]([C:26]([O:28]CC)=[O:27])=[C:24]([F:33])[CH:23]=3)(=[O:21])=[O:20])=[CH:15][CH:14]=2)[CH:5]=[CH:6][CH:7]=1.[OH-].[Na+:37], predict the reaction product. The product is: [Cl:1][C:2]1[CH:3]=[C:4]([C@@H:8]([OH:35])[CH2:9][NH:10][C@H:11]([CH3:34])[CH2:12][C:13]2[CH:14]=[CH:15][C:16]([S:19]([C:22]3[CH:32]=[CH:31][C:25]([C:26]([O-:28])=[O:27])=[C:24]([F:33])[CH:23]=3)(=[O:20])=[O:21])=[CH:17][CH:18]=2)[CH:5]=[CH:6][CH:7]=1.[Na+:37].